This data is from Forward reaction prediction with 1.9M reactions from USPTO patents (1976-2016). The task is: Predict the product of the given reaction. (1) Given the reactants [Cl:1][C:2]1[CH:3]=[C:4]([C:8]2[N:16]=[C:15]([C:17]([O:19]C)=O)[N:14]=[C:13]3[C:9]=2[N:10]([CH2:28][C@H:29]2[CH2:34][CH2:33][C@H:32]([CH3:35])[CH2:31][CH2:30]2)[C:11]([N:21]2[CH2:26][CH2:25][O:24][CH2:23][C@H:22]2[CH3:27])=[N:12]3)[CH:5]=[CH:6][CH:7]=1.[NH2:36][NH2:37].C1COCC1, predict the reaction product. The product is: [Cl:1][C:2]1[CH:3]=[C:4]([C:8]2[N:16]=[C:15]([C:17]([NH:36][NH2:37])=[O:19])[N:14]=[C:13]3[C:9]=2[N:10]([CH2:28][C@H:29]2[CH2:30][CH2:31][C@H:32]([CH3:35])[CH2:33][CH2:34]2)[C:11]([N:21]2[CH2:26][CH2:25][O:24][CH2:23][C@H:22]2[CH3:27])=[N:12]3)[CH:5]=[CH:6][CH:7]=1. (2) Given the reactants [CH3:1][C:2]1[N:3]=[C:4]2[C:9]([C:10]([F:13])([F:12])[F:11])=[CH:8][CH:7]=[CH:6][N:5]2[C:14]=1[C:15]1[CH:16]=[C:17]([OH:21])[CH:18]=[CH:19][CH:20]=1.F[C:23]1[CH:28]=[CH:27][CH:26]=[C:25]([S:29]([CH3:32])(=[O:31])=[O:30])[CH:24]=1.C(=O)([O-])[O-].[K+].[K+], predict the reaction product. The product is: [CH3:1][C:2]1[N:3]=[C:4]2[C:9]([C:10]([F:13])([F:11])[F:12])=[CH:8][CH:7]=[CH:6][N:5]2[C:14]=1[C:15]1[CH:20]=[CH:19][CH:18]=[C:17]([O:21][C:23]2[CH:28]=[CH:27][CH:26]=[C:25]([S:29]([CH3:32])(=[O:31])=[O:30])[CH:24]=2)[CH:16]=1. (3) The product is: [CH:22]1([O:1][C:2]2[C:3]([O:13][CH3:14])=[CH:4][CH:5]=[C:6]3[C:11]=2[O:10][CH:9]=[CH:8][C:7]3=[O:12])[CH2:26][CH2:25][CH2:24][CH2:23]1. Given the reactants [OH:1][C:2]1[C:3]([O:13][CH3:14])=[CH:4][CH:5]=[C:6]2[C:11]=1[O:10][CH:9]=[CH:8][C:7]2=[O:12].C(=O)([O-])[O-].[K+].[K+].Br[CH:22]1[CH2:26][CH2:25][CH2:24][CH2:23]1.CN(C=O)C, predict the reaction product. (4) The product is: [Cl:1][C:2]1[CH:7]=[CH:6][C:5]([C:8]2[CH:13]=[CH:12][C:11]([CH2:14][CH3:15])=[C:10]([NH2:16])[CH:9]=2)=[C:4]([F:19])[CH:3]=1. Given the reactants [Cl:1][C:2]1[CH:7]=[CH:6][C:5]([C:8]2[CH:13]=[CH:12][C:11]([CH2:14][CH3:15])=[C:10]([N+:16]([O-])=O)[CH:9]=2)=[C:4]([F:19])[CH:3]=1.[Cl-].[NH4+], predict the reaction product. (5) Given the reactants [Br-].[F:2][C:3]([F:13])([F:12])[C:4]1[CH:11]=[CH:10][CH:9]=[CH:8][C:5]=1[CH2:6][Zn+].Cl[C:15]1[CH:16]=[C:17]([CH:22]=[CH:23][N:24]=1)[C:18]([O:20][CH3:21])=[O:19], predict the reaction product. The product is: [F:2][C:3]([F:13])([F:12])[C:4]1[CH:11]=[CH:10][CH:9]=[CH:8][C:5]=1[CH2:6][C:15]1[CH:16]=[C:17]([CH:22]=[CH:23][N:24]=1)[C:18]([O:20][CH3:21])=[O:19]. (6) Given the reactants [Cl:1][C:2]1[CH:7]=[CH:6][CH:5]=[C:4]([Cl:8])[C:3]=1[N:9]1[C:14](=[O:15])[C:13]2[CH:16]=[N:17][C:18]([NH:20][C:21]3[CH:30]=[C:29]4[C:24]([C:25]5([CH2:32][CH2:31]5)[CH2:26][NH:27][CH2:28]4)=[CH:23][CH:22]=3)=[N:19][C:12]=2[N:11]2[CH:33]=[CH:34][N:35]=[C:10]12.C(N(C(C)C)CC)(C)C.[CH3:45][S:46](Cl)(=[O:48])=[O:47], predict the reaction product. The product is: [Cl:8][C:4]1[CH:5]=[CH:6][CH:7]=[C:2]([Cl:1])[C:3]=1[N:9]1[C:14](=[O:15])[C:13]2[CH:16]=[N:17][C:18]([NH:20][C:21]3[CH:30]=[C:29]4[C:24]([C:25]5([CH2:31][CH2:32]5)[CH2:26][N:27]([S:46]([CH3:45])(=[O:48])=[O:47])[CH2:28]4)=[CH:23][CH:22]=3)=[N:19][C:12]=2[N:11]2[CH:33]=[CH:34][N:35]=[C:10]12.